From a dataset of NCI-60 drug combinations with 297,098 pairs across 59 cell lines. Regression. Given two drug SMILES strings and cell line genomic features, predict the synergy score measuring deviation from expected non-interaction effect. (1) Drug 1: CC1=C(C=C(C=C1)NC(=O)C2=CC=C(C=C2)CN3CCN(CC3)C)NC4=NC=CC(=N4)C5=CN=CC=C5. Drug 2: C1=NNC2=C1C(=O)NC=N2. Cell line: M14. Synergy scores: CSS=-6.96, Synergy_ZIP=3.03, Synergy_Bliss=-0.953, Synergy_Loewe=-7.77, Synergy_HSA=-8.39. (2) Drug 1: CC1OCC2C(O1)C(C(C(O2)OC3C4COC(=O)C4C(C5=CC6=C(C=C35)OCO6)C7=CC(=C(C(=C7)OC)O)OC)O)O. Drug 2: CCCCC(=O)OCC(=O)C1(CC(C2=C(C1)C(=C3C(=C2O)C(=O)C4=C(C3=O)C=CC=C4OC)O)OC5CC(C(C(O5)C)O)NC(=O)C(F)(F)F)O. Cell line: HL-60(TB). Synergy scores: CSS=38.6, Synergy_ZIP=-1.12, Synergy_Bliss=-4.19, Synergy_Loewe=-5.39, Synergy_HSA=-3.33.